This data is from Reaction yield outcomes from USPTO patents with 853,638 reactions. The task is: Predict the reaction yield, written as a fraction of the theoretical maximum amount of product (1.0 means a 100% yield; for example, 0.34 means a 34% yield). (1) The reactants are Br[C:2]1[CH:9]=[CH:8][CH:7]=[CH:6][C:3]=1[CH:4]=[O:5].[CH:10]1(B(O)O)[CH2:12][CH2:11]1.P([O-])([O-])([O-])=O.[K+].[K+].[K+].C1(P(C2CCCCC2)C2CCCCC2)CCCCC1. The catalyst is C1(C)C=CC=CC=1.O. The product is [CH:10]1([C:2]2[CH:9]=[CH:8][CH:7]=[CH:6][C:3]=2[CH:4]=[O:5])[CH2:12][CH2:11]1. The yield is 0.640. (2) The reactants are [NH:1]([C:8]1[N:17]=[CH:16][C:15]2[CH2:14][CH2:13][C:12]3[C:18]([C:22]([OH:24])=O)=[N:19][N:20]([CH3:21])[C:11]=3[C:10]=2[N:9]=1)[C:2]1[CH:7]=[CH:6][CH:5]=[CH:4][CH:3]=1.[OH:25][N:26]1C2C=CC=CC=2N=N1.CN1CCOCC1.Cl.CN(C)CCCN=C=NCC.C1(C(NO)(C2C=CC=CC=2)C2C=CC=CC=2)C=CC=CC=1. The catalyst is CN(C)C=O. The product is [NH:1]([C:8]1[N:17]=[CH:16][C:15]2[CH2:14][CH2:13][C:12]3[C:18]([C:22]([NH:26][OH:25])=[O:24])=[N:19][N:20]([CH3:21])[C:11]=3[C:10]=2[N:9]=1)[C:2]1[CH:7]=[CH:6][CH:5]=[CH:4][CH:3]=1. The yield is 0.660. (3) The reactants are C([N-]C(C)C)(C)C.[Li+].[N:9]1[CH:14]=[CH:13][C:12]([CH3:15])=[CH:11][CH:10]=1.CON(C)[C:19](=[O:38])[C:20]1[CH:25]=[CH:24][C:23]([O:26][CH2:27][C:28]2[CH:37]=[CH:36][C:35]3[C:30](=[CH:31][CH:32]=[CH:33][CH:34]=3)[N:29]=2)=[CH:22][CH:21]=1.C(O)(=O)C. The catalyst is O1CCCC1. The product is [N:9]1[CH:14]=[CH:13][C:12]([CH2:15][C:19]([C:20]2[CH:21]=[CH:22][C:23]([O:26][CH2:27][C:28]3[CH:37]=[CH:36][C:35]4[C:30](=[CH:31][CH:32]=[CH:33][CH:34]=4)[N:29]=3)=[CH:24][CH:25]=2)=[O:38])=[CH:11][CH:10]=1. The yield is 0.800. (4) The reactants are Cl[S:2]([C:5]1[CH:6]=[C:7]2[C:11](=[CH:12][CH:13]=1)[NH:10][C:9](=[O:14])[CH2:8]2)(=[O:4])=[O:3].[CH3:15][NH:16][CH3:17]. The catalyst is CO. The product is [CH3:15][N:16]([CH3:17])[S:2]([C:5]1[CH:6]=[C:7]2[C:11](=[CH:12][CH:13]=1)[NH:10][C:9](=[O:14])[CH2:8]2)(=[O:4])=[O:3]. The yield is 0.790.